Dataset: Forward reaction prediction with 1.9M reactions from USPTO patents (1976-2016). Task: Predict the product of the given reaction. (1) Given the reactants [NH2:1][C:2]1[C:3]2[C:10](I)=[CH:9][N:8]([C@@H:12]3[O:18][C@H:17]([CH2:19][OH:20])[C@@H:15]([OH:16])[C@@:13]3([CH3:21])[OH:14])[C:4]=2[N:5]=[CH:6][N:7]=1.[CH3:22][O:23]/[CH:24]=[C:25](\C)/[C:26]([O-:28])=[O:27].[CH2:30](N(CC)CC)C.C(Cl)Cl.CO, predict the reaction product. The product is: [NH2:1][C:2]1[C:3]2[C:10]([C:24]([O:23][CH3:22])=[CH:25][C:26]([O:28][CH3:30])=[O:27])=[CH:9][N:8]([C@@H:12]3[O:18][C@H:17]([CH2:19][OH:20])[C@@H:15]([OH:16])[C@@:13]3([CH3:21])[OH:14])[C:4]=2[N:5]=[CH:6][N:7]=1. (2) Given the reactants [CH3:1][C:2]([C:9]1[CH:10]=[N:11][C:12]([N+:15]([O-])=O)=[CH:13][CH:14]=1)([CH3:8])[C:3]([O:5][CH2:6][CH3:7])=[O:4].[Cl-].[NH4+].CO.O, predict the reaction product. The product is: [NH2:15][C:12]1[N:11]=[CH:10][C:9]([C:2]([CH3:1])([CH3:8])[C:3]([O:5][CH2:6][CH3:7])=[O:4])=[CH:14][CH:13]=1. (3) Given the reactants Cl[C:2]1[CH:3]=[C:4]([NH:10][C:11]2[CH:21]=[C:14]3[CH2:15][O:16][C:17]([CH3:20])([CH3:19])[CH2:18][N:13]3[N:12]=2)[C:5](=[O:9])[N:6]([CH3:8])[N:7]=1.[C:22]([O:25][CH2:26][C:27]1[C:28]([N:42]2[CH2:53][CH2:52][C:51]3[C:50]4[CH2:49][C:48]([CH3:55])([CH3:54])[CH2:47][C:46]=4[S:45][C:44]=3[C:43]2=[O:56])=[N:29][CH:30]=[CH:31][C:32]=1B1OC(C)(C)C(C)(C)O1)(=[O:24])[CH3:23].C([O-])(=O)C.[Na+].[O-]P([O-])([O-])=O.[K+].[K+].[K+], predict the reaction product. The product is: [C:22]([O:25][CH2:26][C:27]1[C:28]([N:42]2[CH2:53][CH2:52][C:51]3[C:50]4[CH2:49][C:48]([CH3:55])([CH3:54])[CH2:47][C:46]=4[S:45][C:44]=3[C:43]2=[O:56])=[N:29][CH:30]=[CH:31][C:32]=1[C:2]1[CH:3]=[C:4]([NH:10][C:11]2[CH:21]=[C:14]3[N:13]([N:12]=2)[CH2:18][C:17]([CH3:20])([CH3:19])[O:16][CH2:15]3)[C:5](=[O:9])[N:6]([CH3:8])[N:7]=1)(=[O:24])[CH3:23]. (4) Given the reactants [C:1]([C:5]1[CH:10]=[CH:9][CH:8]=[C:7]([O:11][CH3:12])[CH:6]=1)([CH3:4])([CH3:3])[CH3:2].Cl[S:14]([OH:17])(=[O:16])=[O:15].CO, predict the reaction product. The product is: [C:1]([C:5]1[CH:10]=[CH:9][C:8]([S:14]([OH:17])(=[O:16])=[O:15])=[C:7]([O:11][CH3:12])[CH:6]=1)([CH3:4])([CH3:2])[CH3:3]. (5) Given the reactants C([O:8][C:9]1[C:19]([F:20])=[CH:18][CH:17]=[CH:16][C:10]=1[O:11][CH2:12][CH:13]1[CH2:15][O:14]1)C1C=CC=CC=1.C([SiH](CC)CC)C, predict the reaction product. The product is: [F:20][C:19]1[CH:18]=[CH:17][CH:16]=[C:10]([O:11][CH2:12][CH:13]2[CH2:15][O:14]2)[C:9]=1[OH:8]. (6) Given the reactants [Br:1][C:2]1[CH:3]=[C:4]([CH:6]=[CH:7][C:8]=1[O:9][CH3:10])[NH2:5].C(O[CH:14]=[C:15]([C:21]([O:23][CH2:24][CH3:25])=[O:22])[C:16]([O:18][CH2:19][CH3:20])=[O:17])C, predict the reaction product. The product is: [Br:1][C:2]1[CH:3]=[C:4]([NH:5][CH:14]=[C:15]([C:16]([O:18][CH2:19][CH3:20])=[O:17])[C:21]([O:23][CH2:24][CH3:25])=[O:22])[CH:6]=[CH:7][C:8]=1[O:9][CH3:10]. (7) Given the reactants [S:1]([CH2:7][CH2:8][C:9]([OH:11])=[O:10])[CH2:2][CH2:3][C:4]([OH:6])=[O:5].[OH:12]OS([O-])=O.[K+].[OH2:18], predict the reaction product. The product is: [S:1]([CH2:7][CH2:8][C:9]([OH:11])=[O:10])([CH2:2][CH2:3][C:4]([OH:6])=[O:5])(=[O:12])=[O:18]. (8) Given the reactants [C:1]([C:5]1[CH:10]=[CH:9][C:8]([C:11]2[N:12]=[C:13]3[CH:18]=[CH:17][CH:16]=[C:15]([N:19]4[CH2:24][CH2:23][NH:22][CH2:21][CH2:20]4)[N:14]3[CH:25]=2)=[CH:7][CH:6]=1)([CH3:4])([CH3:3])[CH3:2].[N:26]1[CH:31]=[C:30]([CH:32]=O)[N:29]=[C:28]2[N:34]=[CH:35][CH:36]=[CH:37][C:27]=12.C(O[BH-](OC(=O)C)OC(=O)C)(=O)C.[Na+], predict the reaction product. The product is: [C:1]([C:5]1[CH:10]=[CH:9][C:8]([C:11]2[N:12]=[C:13]3[CH:18]=[CH:17][CH:16]=[C:15]([N:19]4[CH2:24][CH2:23][N:22]([CH2:32][C:30]5[N:29]=[C:28]6[N:34]=[CH:35][CH:36]=[CH:37][C:27]6=[N:26][CH:31]=5)[CH2:21][CH2:20]4)[N:14]3[CH:25]=2)=[CH:7][CH:6]=1)([CH3:4])([CH3:2])[CH3:3]. (9) Given the reactants [CH3:1][C:2]1[N:3]=[C:4]([C:9]2[CH:14]=[CH:13][C:12]([C:15]([F:18])([F:17])[F:16])=[CH:11][CH:10]=2)[O:5][C:6]=1[CH2:7][OH:8].C(Cl)Cl.CC(OI1(OC(C)=O)(OC(C)=O)OC(=O)C2C=CC=CC1=2)=O, predict the reaction product. The product is: [CH3:1][C:2]1[N:3]=[C:4]([C:9]2[CH:10]=[CH:11][C:12]([C:15]([F:18])([F:16])[F:17])=[CH:13][CH:14]=2)[O:5][C:6]=1[CH:7]=[O:8]. (10) Given the reactants CC1C=CC(S(OCC2CC3C=C(Cl)C=C(C(C)(C)C)C=3O2)(=O)=O)=CC=1.[N-]=[N+]=[N-].[Na+].[N:31]([CH2:34][CH:35]1[CH2:39][C:38]2[CH:40]=[C:41]([Cl:48])[CH:42]=[C:43]([C:44]([CH3:47])([CH3:46])[CH3:45])[C:37]=2[O:36]1)=[N+]=[N-].[N-]=[N+]=[N-].C1(P(C2C=CC=CC=2)C2C=CC=CC=2)C=CC=CC=1, predict the reaction product. The product is: [C:44]([C:43]1[C:37]2[O:36][CH:35]([CH2:34][NH2:31])[CH2:39][C:38]=2[CH:40]=[C:41]([Cl:48])[CH:42]=1)([CH3:47])([CH3:45])[CH3:46].